Dataset: Forward reaction prediction with 1.9M reactions from USPTO patents (1976-2016). Task: Predict the product of the given reaction. (1) Given the reactants [Cl:1][C:2]1[CH:7]=[C:6]([C:8]([F:11])([F:10])[F:9])[CH:5]=[CH:4][C:3]=1I.[C:13]([Si](C)(C)C)#[CH:14].CCCC[N+](CCCC)(CCCC)CCCC.[F-], predict the reaction product. The product is: [Cl:1][C:2]1[CH:7]=[C:6]([C:8]([F:11])([F:10])[F:9])[CH:5]=[CH:4][C:3]=1[C:13]#[CH:14]. (2) The product is: [C:1]([O:5][C:6]([N:8]1[CH2:13][CH2:12][CH:11]([O:14][C:15]2[CH:20]=[CH:19][C:18]([N:21]([CH2:40][C:41]([O:43][CH2:44][CH3:45])=[O:42])[CH2:22]/[CH:23]=[CH:24]/[C:25]3[CH:32]=[CH:31][CH:30]=[C:27]([C:28]#[N:29])[CH:26]=3)=[CH:17][CH:16]=2)[CH2:10][CH2:9]1)=[O:7])([CH3:4])([CH3:2])[CH3:3]. Given the reactants [C:1]([O:5][C:6]([N:8]1[CH2:13][CH2:12][CH:11]([O:14][C:15]2[CH:20]=[CH:19][C:18]([NH:21][CH2:22]/[CH:23]=[CH:24]/[C:25]3[CH:26]=[C:27]([CH:30]=[CH:31][CH:32]=3)[C:28]#[N:29])=[CH:17][CH:16]=2)[CH2:10][CH2:9]1)=[O:7])([CH3:4])([CH3:3])[CH3:2].C(=O)([O-])[O-].[K+].[K+].Br[CH2:40][C:41]([O:43][CH2:44][CH3:45])=[O:42].O, predict the reaction product.